Dataset: Full USPTO retrosynthesis dataset with 1.9M reactions from patents (1976-2016). Task: Predict the reactants needed to synthesize the given product. (1) Given the product [CH2:1]([N:3]1[C:11]2[C:6](=[CH:7][C:8]([NH:12][C:30]([C:20]3[N:21]=[C:22]([C:24]4[CH:29]=[CH:28][CH:27]=[CH:26][CH:25]=4)[O:23][C:19]=3[CH2:18][O:17][CH3:16])=[O:31])=[CH:9][CH:10]=2)[C:5](=[O:15])[NH:4]1)[CH3:2], predict the reactants needed to synthesize it. The reactants are: [CH2:1]([N:3]1[C:11]2[C:6](=[CH:7][C:8]([N+:12]([O-])=O)=[CH:9][CH:10]=2)[C:5](=[O:15])[NH:4]1)[CH3:2].[CH3:16][O:17][CH2:18][C:19]1[O:23][C:22]([C:24]2[CH:29]=[CH:28][CH:27]=[CH:26][CH:25]=2)=[N:21][C:20]=1[C:30](O)=[O:31].C(N1C2C(=CC(NC(C3C(C)=NN(C4C=CC=CC=4)N=3)=O)=CC=2)C(=O)N1)C.C1COCC1. (2) Given the product [Br-:1].[CH2:22]([N+:4]1[CH:5]=[CH:6][C:7]([CH2:8][CH:9]2[CH2:18][CH2:17][C:16]3[C:11](=[CH:12][CH:13]=[C:14]([O:19][CH3:20])[CH:15]=3)[C:10]2=[O:21])=[C:2]([Br:1])[CH:3]=1)[C:23]1[CH:28]=[CH:27][CH:26]=[CH:25][CH:24]=1, predict the reactants needed to synthesize it. The reactants are: [Br:1][C:2]1[CH:3]=[N:4][CH:5]=[CH:6][C:7]=1[CH2:8][CH:9]1[CH2:18][CH2:17][C:16]2[C:11](=[CH:12][CH:13]=[C:14]([O:19][CH3:20])[CH:15]=2)[C:10]1=[O:21].[CH2:22](Br)[C:23]1[CH:28]=[CH:27][CH:26]=[CH:25][CH:24]=1. (3) Given the product [Cl:21][C:22]1[CH:27]=[CH:26][C:25]([NH:28][C:29]([O:1][CH2:2][CH2:3][C:4]2[CH:5]=[C:6]([CH2:10][CH:11]([O:17][CH:18]([CH3:19])[CH3:20])[C:12]([OH:14])=[O:13])[CH:7]=[CH:8][CH:9]=2)=[O:30])=[CH:24][CH:23]=1, predict the reactants needed to synthesize it. The reactants are: [OH:1][CH2:2][CH2:3][C:4]1[CH:5]=[C:6]([CH2:10][CH:11]([O:17][CH:18]([CH3:20])[CH3:19])[C:12]([O:14]CC)=[O:13])[CH:7]=[CH:8][CH:9]=1.[Cl:21][C:22]1[CH:27]=[CH:26][C:25]([N:28]=[C:29]=[O:30])=[CH:24][CH:23]=1. (4) Given the product [F:25][C:23]1[CH:22]=[CH:21][C:3]([O:4][CH2:5][C:6]([N:8]([CH:18]([CH3:20])[CH3:19])[NH:9][C:10](=[O:17])[C:11]2[CH:16]=[CH:15][CH:14]=[CH:13][CH:12]=2)=[O:7])=[C:2]([C:37]2[CH:38]=[CH:39][CH:40]=[CH:41][C:36]=2[O:32][CH:33]([CH3:35])[CH3:34])[CH:24]=1, predict the reactants needed to synthesize it. The reactants are: Br[C:2]1[CH:24]=[C:23]([F:25])[CH:22]=[CH:21][C:3]=1[O:4][CH2:5][C:6]([N:8]([CH:18]([CH3:20])[CH3:19])[NH:9][C:10](=[O:17])[C:11]1[CH:16]=[CH:15][CH:14]=[CH:13][CH:12]=1)=[O:7].C([O-])([O-])=O.[Na+].[Na+].[O:32]([C:36]1[CH:41]=[CH:40][CH:39]=[CH:38][C:37]=1B(O)O)[CH:33]([CH3:35])[CH3:34]. (5) Given the product [CH3:8][C:7]1[C:2]([C:13]#[N:14])=[N:3][CH:4]=[C:5]([N+:9]([O-:11])=[O:10])[CH:6]=1, predict the reactants needed to synthesize it. The reactants are: Cl[C:2]1[C:7]([CH3:8])=[CH:6][C:5]([N+:9]([O-:11])=[O:10])=[CH:4][N:3]=1.[Cu][C:13]#[N:14]. (6) The reactants are: [CH2:1]([N:8]1[C:12](=[O:13])[CH2:11][CH2:10][C@H:9]1[C:14]([OH:16])=O)[C:2]1[CH:7]=[CH:6][CH:5]=[CH:4][CH:3]=1.[NH2:17][CH:18]([CH2:24][C:25]1[CH:30]=[CH:29][CH:28]=[CH:27][CH:26]=1)[CH:19]([OH:23])[C:20]([NH2:22])=[O:21].O[NH-].O=[N-]. Given the product [NH2:22][C:20](=[O:21])[C:19](=[O:23])[CH:18]([NH:17][C:14]([C@@H:9]1[CH2:10][CH2:11][C:12](=[O:13])[N:8]1[CH2:1][C:2]1[CH:3]=[CH:4][CH:5]=[CH:6][CH:7]=1)=[O:16])[CH2:24][C:25]1[CH:26]=[CH:27][CH:28]=[CH:29][CH:30]=1, predict the reactants needed to synthesize it.